Dataset: Forward reaction prediction with 1.9M reactions from USPTO patents (1976-2016). Task: Predict the product of the given reaction. (1) Given the reactants [CH:1](=[C:8]1/[N:9]=[C:10]([C:14]2[CH:19]=[C:18]([C:20]([F:23])([F:22])[F:21])[CH:17]=[C:16]([C:24]([F:27])([F:26])[F:25])[CH:15]=2)[NH:11][C:12]/1=[O:13])/[C:2]1[CH:7]=[CH:6][CH:5]=[CH:4][CH:3]=1.[CH:28](=[O:37])/[CH:29]=[CH:30]/[C:31]1[CH:36]=[CH:35][CH:34]=[CH:33][CH:32]=1, predict the reaction product. The product is: [CH2:30]([CH:29]1[C:28](=[O:37])[O:13][C:12]2[NH:11][C:10]([C:14]3[CH:19]=[C:18]([C:20]([F:21])([F:22])[F:23])[CH:17]=[C:16]([C:24]([F:27])([F:25])[F:26])[CH:15]=3)=[N:9][C:8]=2[CH:1]1[C:2]1[CH:7]=[CH:6][CH:5]=[CH:4][CH:3]=1)[C:31]1[CH:36]=[CH:35][CH:34]=[CH:33][CH:32]=1. (2) Given the reactants [S:1](Cl)(Cl)=[O:2].[OH:5][CH:6]([CH3:18])[CH:7]([CH3:17])[CH2:8][NH:9][C:10](=[O:16])[O:11][C:12]([CH3:15])([CH3:14])[CH3:13].N1C=CC=CC=1.C(OCC)(=O)C, predict the reaction product. The product is: [CH3:17][CH:7]1[CH:6]([CH3:18])[O:5][S:1](=[O:2])[N:9]([C:10]([O:11][C:12]([CH3:14])([CH3:13])[CH3:15])=[O:16])[CH2:8]1. (3) Given the reactants [NH2:1][C@@H:2]1[CH2:7][CH2:6][C@H:5]([NH:8][C:9]([C:11]2[C:15]3[N:16]=[CH:17][N:18]=[C:19]([C:20]4[C:28]5[O:27][CH2:26][O:25][C:24]=5[CH:23]=[CH:22][C:21]=4[O:29][CH2:30][CH:31]4[CH2:33][CH2:32]4)[C:14]=3[NH:13][CH:12]=2)=[O:10])[CH2:4][CH2:3]1.[CH:34]1([C:37](Cl)=[O:38])[CH2:36][CH2:35]1, predict the reaction product. The product is: [CH:34]1([C:37]([NH:1][C@@H:2]2[CH2:7][CH2:6][C@H:5]([NH:8][C:9]([C:11]3[C:15]4[N:16]=[CH:17][N:18]=[C:19]([C:20]5[C:28]6[O:27][CH2:26][O:25][C:24]=6[CH:23]=[CH:22][C:21]=5[O:29][CH2:30][CH:31]5[CH2:33][CH2:32]5)[C:14]=4[NH:13][CH:12]=3)=[O:10])[CH2:4][CH2:3]2)=[O:38])[CH2:36][CH2:35]1. (4) Given the reactants [CH3:1][N:2]1[CH2:7][CH2:6][N:5]([C:8]2[CH:13]=[CH:12][N:11]=[CH:10][C:9]=2[N+:14]([O-:16])=[O:15])[CH2:4][CH:3]1[CH2:17][OH:18].[H-].[Na+].[CH3:21]I, predict the reaction product. The product is: [CH3:21][O:18][CH2:17][CH:3]1[CH2:4][N:5]([C:8]2[CH:13]=[CH:12][N:11]=[CH:10][C:9]=2[N+:14]([O-:16])=[O:15])[CH2:6][CH2:7][N:2]1[CH3:1].